Predict the product of the given reaction. From a dataset of Forward reaction prediction with 1.9M reactions from USPTO patents (1976-2016). (1) Given the reactants [NH2:1][C:2]1[CH:3]=[C:4]([CH:15]=[CH:16][N:17]=1)[C:5]([NH:7][CH2:8][C:9]1[CH:14]=[CH:13][CH:12]=[CH:11][CH:10]=1)=[O:6].CN(C1C=CC=CN=1)C.C(N(CC)C(C)C)(C)C.[C:36](Cl)(=[O:43])[C:37]1[CH:42]=[CH:41][CH:40]=[CH:39][CH:38]=1, predict the reaction product. The product is: [C:36]([NH:1][C:2]1[CH:3]=[C:4]([CH:15]=[CH:16][N:17]=1)[C:5]([NH:7][CH2:8][C:9]1[CH:14]=[CH:13][CH:12]=[CH:11][CH:10]=1)=[O:6])(=[O:43])[C:37]1[CH:42]=[CH:41][CH:40]=[CH:39][CH:38]=1. (2) Given the reactants N[C:2]1[C:7]([C:8]#[N:9])=[C:6]([C:10]2[S:14][CH:13]=[N:12][CH:11]=2)[C:5]([C:15]#[N:16])=[C:4]([S:17][CH2:18][C:19]2[N:20]=[C:21]([C:24]3[CH:29]=[CH:28][C:27]([Cl:30])=[CH:26][CH:25]=3)[S:22][CH:23]=2)[N:3]=1.N([O-])=O.[Na+].[ClH:35], predict the reaction product. The product is: [Cl:35][C:2]1[C:7]([C:8]#[N:9])=[C:6]([C:10]2[S:14][CH:13]=[N:12][CH:11]=2)[C:5]([C:15]#[N:16])=[C:4]([S:17][CH2:18][C:19]2[N:20]=[C:21]([C:24]3[CH:29]=[CH:28][C:27]([Cl:30])=[CH:26][CH:25]=3)[S:22][CH:23]=2)[N:3]=1. (3) Given the reactants [Br:1][C:2]1[CH:3]=[CH:4][C:5]([F:21])=[C:6]([C@:8]2([CH2:19][F:20])[CH2:13][C@@H:12]([C:14]([F:17])([F:16])[F:15])[O:11][C:10]([NH2:18])=[N:9]2)[CH:7]=1.C(N(CC)CC)C.[C:29](O[C:29](=[O:36])[C:30]1[CH:35]=[CH:34][CH:33]=[CH:32][CH:31]=1)(=[O:36])[C:30]1[CH:35]=[CH:34][CH:33]=[CH:32][CH:31]=1, predict the reaction product. The product is: [Br:1][C:2]1[CH:3]=[CH:4][C:5]([F:21])=[C:6]([C@:8]2([CH2:19][F:20])[CH2:13][C@@H:12]([C:14]([F:16])([F:17])[F:15])[O:11][C:10]([NH:18][C:29](=[O:36])[C:30]3[CH:35]=[CH:34][CH:33]=[CH:32][CH:31]=3)=[N:9]2)[CH:7]=1. (4) Given the reactants CO[C:3](=[O:15])[C:4]([CH3:14])([CH3:13])[CH2:5][O:6][CH:7]1[CH2:12][CH2:11][CH2:10][CH2:9][O:8]1.[C:16](#[N:18])[CH3:17].[H-].[Na+].Cl, predict the reaction product. The product is: [CH3:14][C:4]([CH3:13])([CH2:5][O:6][CH:7]1[CH2:12][CH2:11][CH2:10][CH2:9][O:8]1)[C:3](=[O:15])[CH2:17][C:16]#[N:18]. (5) Given the reactants C([O:3][C:4]([C:6]1[N:7]([CH3:16])[N:8]=[C:9]([C:12]([CH3:15])([CH3:14])[CH3:13])[C:10]=1[F:11])=[O:5])C.[OH-].[Na+], predict the reaction product. The product is: [C:12]([C:9]1[C:10]([F:11])=[C:6]([C:4]([OH:5])=[O:3])[N:7]([CH3:16])[N:8]=1)([CH3:15])([CH3:13])[CH3:14]. (6) Given the reactants [Br:1][C:2]1[N:3]=[C:4]2[C:10]([C:11]([OH:13])=O)=[CH:9][N:8]([CH2:14][O:15][CH2:16][CH2:17][Si:18]([CH3:21])([CH3:20])[CH3:19])[C:5]2=[N:6][CH:7]=1.CN(C(ON1N=[N:37][C:32]2[CH:33]=CC=N[C:31]1=2)=[N+](C)C)C.F[P-](F)(F)(F)(F)F.CN(C=O)C.CC(N)C, predict the reaction product. The product is: [Br:1][C:2]1[N:3]=[C:4]2[C:10]([C:11]([NH:37][CH:32]([CH3:33])[CH3:31])=[O:13])=[CH:9][N:8]([CH2:14][O:15][CH2:16][CH2:17][Si:18]([CH3:21])([CH3:20])[CH3:19])[C:5]2=[N:6][CH:7]=1. (7) The product is: [N:31]1([CH2:38][CH2:39][C:40]2[S:44][C:43]([CH2:45][N:3]([CH2:1][CH3:2])[C:4]3[CH:9]=[C:8]([O:10][CH3:11])[C:7]([O:12][CH3:13])=[CH:6][C:5]=3[CH:14]3[CH2:23][CH2:22][C:21]4[CH:20]=[C:19]([OH:24])[CH:18]=[CH:17][C:16]=4[CH2:15]3)=[CH:42][CH:41]=2)[CH2:32][CH2:33][CH2:34][CH2:35][CH2:36][CH2:37]1. Given the reactants [CH2:1]([NH:3][C:4]1[CH:9]=[C:8]([O:10][CH3:11])[C:7]([O:12][CH3:13])=[CH:6][C:5]=1[CH:14]1[CH2:23][CH2:22][C:21]2[CH:20]=[C:19]([O:24]C(=O)C(C)(C)C)[CH:18]=[CH:17][C:16]=2[CH2:15]1)[CH3:2].[N:31]1([CH2:38][CH2:39][C:40]2[S:44][C:43]([C:45]([O-])=O)=[CH:42][CH:41]=2)[CH2:37][CH2:36][CH2:35][CH2:34][CH2:33][CH2:32]1.[Li+], predict the reaction product. (8) Given the reactants [CH3:1][NH:2][CH2:3][C:4]1[C:8]2[CH:9]=[CH:10][CH:11]=[CH:12][C:7]=2[O:6][C:5]=1[CH3:13].CNCC1C=CC2C(=CC=CC=2)C=1CCC.[ClH:30].[N:31]1([CH2:37][CH2:38][N:39]2[CH2:44][C:43]3[CH:45]=[C:46](/[CH:49]=[CH:50]/[C:51](O)=[O:52])[CH:47]=[N:48][C:42]=3[NH:41][C:40]2=[O:54])[CH2:36][CH2:35][O:34][CH2:33][CH2:32]1.Cl.CN1CC2C=C(/C=C/C(O)=O)C=NC=2NC(=O)C1, predict the reaction product. The product is: [ClH:30].[CH3:1][N:2]([CH2:3][C:4]1[C:8]2[CH:9]=[CH:10][CH:11]=[CH:12][C:7]=2[O:6][C:5]=1[CH3:13])[C:51](=[O:52])/[CH:50]=[CH:49]/[C:46]1[CH:47]=[N:48][C:42]2[NH:41][C:40](=[O:54])[N:39]([CH2:38][CH2:37][N:31]3[CH2:32][CH2:33][O:34][CH2:35][CH2:36]3)[CH2:44][C:43]=2[CH:45]=1. (9) The product is: [F:16][C:2]([F:1])([F:15])[C:3]1[CH:4]=[CH:5][C:6]([C@:9]23[CH2:14][C@H:13]2[CH2:12][N:11]([CH2:17][CH2:18][CH2:19][OH:20])[CH2:10]3)=[CH:7][CH:8]=1. Given the reactants [F:1][C:2]([F:16])([F:15])[C:3]1[CH:8]=[CH:7][C:6]([C@:9]23[CH2:14][C@H:13]2[CH2:12][NH:11][CH2:10]3)=[CH:5][CH:4]=1.[CH2:17]1C[O:20][CH2:19][CH2:18]1, predict the reaction product. (10) Given the reactants C[Si]([N-:5][Si](C)(C)C)(C)C.[Li+].[I:11][C:12]1[CH:13]=[C:14]([CH:17]=[CH:18][C:19]=1[CH3:20])[C:15]#[N:16].O.Cl, predict the reaction product. The product is: [I:11][C:12]1[CH:13]=[C:14]([C:15](=[NH:5])[NH2:16])[CH:17]=[CH:18][C:19]=1[CH3:20].